This data is from Reaction yield outcomes from USPTO patents with 853,638 reactions. The task is: Predict the reaction yield, written as a fraction of the theoretical maximum amount of product (1.0 means a 100% yield; for example, 0.34 means a 34% yield). The reactants are C[O:2][CH:3]=[CH:4][C:5]1[C:6]([CH3:17])=[N:7][N:8]([C:11]2[CH:16]=[CH:15][CH:14]=[CH:13][CH:12]=2)[C:9]=1[CH3:10].O.C1(C)C=CC(S(O)(=O)=O)=CC=1.Cl. The catalyst is C(O)(C)C.O. The product is [CH3:17][C:6]1[C:5]([CH2:4][CH:3]=[O:2])=[C:9]([CH3:10])[N:8]([C:11]2[CH:16]=[CH:15][CH:14]=[CH:13][CH:12]=2)[N:7]=1. The yield is 0.600.